From a dataset of Full USPTO retrosynthesis dataset with 1.9M reactions from patents (1976-2016). Predict the reactants needed to synthesize the given product. (1) The reactants are: O[Li].O.[CH2:4]([C:6]1[CH:7]=[C:8]([C:12]2[S:16][C:15]([C:17]([O:19]CC)=[O:18])=[CH:14][CH:13]=2)[N:9]=[N:10][CH:11]=1)[CH3:5]. Given the product [CH2:4]([C:6]1[CH:7]=[C:8]([C:12]2[S:16][C:15]([C:17]([OH:19])=[O:18])=[CH:14][CH:13]=2)[N:9]=[N:10][CH:11]=1)[CH3:5], predict the reactants needed to synthesize it. (2) Given the product [NH2:14][C:12]1[CH:11]=[CH:10][C:5]([C:6]([O:8][CH3:9])=[O:7])=[C:4]([O:3][CH2:1][CH3:2])[CH:13]=1, predict the reactants needed to synthesize it. The reactants are: [CH2:1]([O:3][C:4]1[CH:13]=[C:12]([N+:14]([O-])=O)[CH:11]=[CH:10][C:5]=1[C:6]([O:8][CH3:9])=[O:7])[CH3:2].[H][H]. (3) Given the product [Cl:1][CH2:2][C@@H:3]([C:5]1[CH:10]=[CH:9][CH:8]=[CH:7][CH:6]=1)[OH:4], predict the reactants needed to synthesize it. The reactants are: [Cl:1][CH2:2][CH:3]([C:5]1[CH:10]=[CH:9][CH:8]=[CH:7][CH:6]=1)[OH:4].ClCC(C1C=CC=CC=1)=O.